From a dataset of Catalyst prediction with 721,799 reactions and 888 catalyst types from USPTO. Predict which catalyst facilitates the given reaction. (1) Reactant: C([O:3][P:4]([CH2:9][C:10]1[CH:11]=[C:12]([C:21]([O:23]CC)=[O:22])[CH:13]=[C:14]([C:16]([O:18]CC)=[O:17])[CH:15]=1)([O:6]CC)=[O:5])C. Product: [P:4]([CH2:9][C:10]1[CH:15]=[C:14]([C:16]([OH:18])=[O:17])[CH:13]=[C:12]([C:21]([OH:23])=[O:22])[CH:11]=1)([OH:6])([OH:5])=[O:3]. The catalyst class is: 33. (2) Reactant: [N:1]1[C:8]([Cl:9])=[N:7][C:5](Cl)=[N:4][C:2]=1Cl.[C:10]([C:14]1[CH:19]=[CH:18][C:17]([Li])=[CH:16][CH:15]=1)([CH3:13])([CH3:12])[CH3:11].[CH2:21]1[CH2:25]O[CH2:23][CH2:22]1. Product: [C:10]([C:14]1[CH:19]=[CH:18][C:17]([C:2]2[N:4]=[C:5]([C:21]3[CH:25]=[CH:15][C:14]([C:10]([CH3:13])([CH3:12])[CH3:11])=[CH:23][CH:22]=3)[N:7]=[C:8]([Cl:9])[N:1]=2)=[CH:16][CH:15]=1)([CH3:13])([CH3:12])[CH3:11]. The catalyst class is: 7.